From a dataset of Catalyst prediction with 721,799 reactions and 888 catalyst types from USPTO. Predict which catalyst facilitates the given reaction. (1) Reactant: [CH3:1][C:2]1[C:6]([C:7]2[CH:19]=[C:18]([C:20]([O:22]C)=[O:21])[C:17]3[C:16]4[C:11](=[CH:12][CH:13]=[C:14]([O:24][CH3:25])[CH:15]=4)[N:10]([CH:26]([C:28]4[CH:33]=[CH:32][CH:31]=[CH:30][CH:29]=4)[CH3:27])[C:9]=3[CH:8]=2)=[C:5]([CH3:34])[O:4][N:3]=1.[OH-].[Na+]. Product: [CH3:1][C:2]1[C:6]([C:7]2[CH:19]=[C:18]([C:20]([OH:22])=[O:21])[C:17]3[C:16]4[C:11](=[CH:12][CH:13]=[C:14]([O:24][CH3:25])[CH:15]=4)[N:10]([CH:26]([C:28]4[CH:29]=[CH:30][CH:31]=[CH:32][CH:33]=4)[CH3:27])[C:9]=3[CH:8]=2)=[C:5]([CH3:34])[O:4][N:3]=1. The catalyst class is: 24. (2) Reactant: [Br:1][CH2:2][C:3](Br)=[O:4].[CH2:6]([NH2:10])[CH2:7][CH:8]=[CH2:9].C(N(CC)CC)C. Product: [Br:1][CH2:2][C:3]([NH:10][CH2:6][CH2:7][CH:8]=[CH2:9])=[O:4]. The catalyst class is: 4. (3) Reactant: [H-].[Na+].[CH3:3][O:4][C:5]1[CH:10]=[CH:9][C:8]([SH:11])=[CH:7][CH:6]=1.Br[CH2:13][C:14]([O:16][CH2:17][CH3:18])=[O:15]. Product: [CH2:17]([O:16][C:14](=[O:15])[CH2:13][S:11][C:8]1[CH:9]=[CH:10][C:5]([O:4][CH3:3])=[CH:6][CH:7]=1)[CH3:18]. The catalyst class is: 1. (4) Reactant: [C:1]1([C@@H:7]([CH3:11])[C:8](Cl)=[O:9])[CH:6]=[CH:5][CH:4]=[CH:3][CH:2]=1.C1([C@@H](C)C(O)=O)C=CC=CC=1.[C:23]([N:26]1[N:30]=[C:29]([NH2:31])[S:28][C:27]1([CH2:38][CH2:39][NH:40][S:41]([CH3:44])(=[O:43])=[O:42])[C:32]1[CH:37]=[CH:36][CH:35]=[CH:34][CH:33]=1)(=[O:25])[CH3:24].N1C=CC=CC=1. Product: [C:23]([N:26]1[C:27]([CH2:38][CH2:39][NH:40][S:41]([CH3:44])(=[O:42])=[O:43])([C:32]2[CH:37]=[CH:36][CH:35]=[CH:34][CH:33]=2)[S:28][C:29]([NH:31][C:8](=[O:9])[CH:7]([C:1]2[CH:6]=[CH:5][CH:4]=[CH:3][CH:2]=2)[CH3:11])=[N:30]1)(=[O:25])[CH3:24]. The catalyst class is: 309. (5) Reactant: CC(OI1(OC(C)=O)(OC(C)=O)OC(=O)C2C=CC=CC1=2)=O.[OH:23][CH2:24][C:25]1[N:30]=[CH:29][C:28]([C:31]([O:33][CH3:34])=[O:32])=[CH:27][CH:26]=1. Product: [CH:24]([C:25]1[N:30]=[CH:29][C:28]([C:31]([O:33][CH3:34])=[O:32])=[CH:27][CH:26]=1)=[O:23]. The catalyst class is: 2. (6) Reactant: [N:1]1([C:7]2[N:8]=[C:9]([CH2:14][C:15]([O-:17])=O)[NH:10][C:11](=[O:13])[CH:12]=2)[CH2:6][CH2:5][O:4][CH2:3][CH2:2]1.[Na+].[NH:19]1[C:27]2[C:22](=[N:23][CH:24]=[CH:25][CH:26]=2)[CH2:21][CH2:20]1.Cl.CN(C)CCCN=C=NCC. Product: [N:19]1([C:15](=[O:17])[CH2:14][C:9]2[NH:10][C:11](=[O:13])[CH:12]=[C:7]([N:1]3[CH2:2][CH2:3][O:4][CH2:5][CH2:6]3)[N:8]=2)[C:27]2[C:22](=[N:23][CH:24]=[CH:25][CH:26]=2)[CH2:21][CH2:20]1. The catalyst class is: 672. (7) Reactant: [O:1]([C:8]1[CH:31]=[CH:30][C:11]([C:12]([NH:14]C2C=CC(CP(=O)(OCC)OCC)=CC=2)=[O:13])=[CH:10][CH:9]=1)[C:2]1[CH:7]=[CH:6][CH:5]=[CH:4][CH:3]=1.O(C1C=CC(C(O)=O)=CC=1)C1C=CC=CC=1.N[C:49]1[CH:50]=[C:51]([CH:61]=[CH:62][CH:63]=1)[CH2:52][P:53](=[O:60])([O:57][CH2:58][CH3:59])[O:54][CH2:55][CH3:56].C(Cl)CCl. Product: [O:1]([C:8]1[CH:31]=[CH:30][C:11]([C:12]([NH:14][C:49]2[CH:50]=[C:51]([CH:61]=[CH:62][CH:63]=2)[CH2:52][P:53](=[O:60])([O:57][CH2:58][CH3:59])[O:54][CH2:55][CH3:56])=[O:13])=[CH:10][CH:9]=1)[C:2]1[CH:7]=[CH:6][CH:5]=[CH:4][CH:3]=1. The catalyst class is: 79.